Dataset: Catalyst prediction with 721,799 reactions and 888 catalyst types from USPTO. Task: Predict which catalyst facilitates the given reaction. Reactant: B.C1COCC1.Br[CH2:8][C:9]([C:11]1[CH:12]=[CH:13][C:14]([Cl:22])=[C:15]([NH:17][S:18]([CH3:21])(=[O:20])=[O:19])[CH:16]=1)=[O:10].Cl.[N-:24]=[N+:25]=[N-:26].[Na+].[I-].[Na+]. Product: [N:24]([CH2:8][C@@H:9]([C:11]1[CH:12]=[CH:13][C:14]([Cl:22])=[C:15]([NH:17][S:18]([CH3:21])(=[O:20])=[O:19])[CH:16]=1)[OH:10])=[N+:25]=[N-:26]. The catalyst class is: 1.